This data is from Full USPTO retrosynthesis dataset with 1.9M reactions from patents (1976-2016). The task is: Predict the reactants needed to synthesize the given product. (1) The reactants are: [NH:1]([C:3]1[N:11]=[C:10]2[C:6]([N:7]=[CH:8][NH:9]2)=[C:5]([NH:12][CH:13]2[CH2:21][C:20]3[C:15](=[CH:16][CH:17]=[CH:18][CH:19]=3)[CH2:14]2)[N:4]=1)[NH2:2].[CH3:22][C:23](=O)[CH2:24][C:25](=O)[CH3:26]. Given the product [CH3:22][C:23]1[CH:24]=[C:25]([CH3:26])[N:1]([C:3]2[N:11]=[C:10]3[C:6]([N:7]=[CH:8][NH:9]3)=[C:5]([NH:12][CH:13]3[CH2:21][C:20]4[C:15](=[CH:16][CH:17]=[CH:18][CH:19]=4)[CH2:14]3)[N:4]=2)[N:2]=1, predict the reactants needed to synthesize it. (2) Given the product [CH3:35][N:36]([CH3:41])[S:37]([NH:40][C:10]([C:7]1[CH:8]=[C:9]2[C:4]([CH:3]=[CH:2][NH:1]2)=[CH:5][CH:6]=1)=[O:12])(=[O:39])=[O:38], predict the reactants needed to synthesize it. The reactants are: [NH:1]1[C:9]2[C:4](=[CH:5][CH:6]=[C:7]([C:10]([OH:12])=O)[CH:8]=2)[CH:3]=[CH:2]1.N1C=CC(N)=CC=1.C(OC(OC(OC(C)(C)C)=O)=O)(C)(C)C.[CH3:35][N:36]([CH3:41])[S:37]([NH2:40])(=[O:39])=[O:38].N12CCCN=C1CCCCC2.